Dataset: Reaction yield outcomes from USPTO patents with 853,638 reactions. Task: Predict the reaction yield, written as a fraction of the theoretical maximum amount of product (1.0 means a 100% yield; for example, 0.34 means a 34% yield). (1) The catalyst is ClCCl. The product is [CH2:22]([N:17]([CH2:15][CH3:16])[CH2:18][CH2:19][CH2:20][NH:32][C:8]([C:6]1[CH:5]=[CH:4][CH:3]=[C:2]([Cl:1])[N:7]=1)=[O:10])[CH3:23]. The reactants are [Cl:1][C:2]1[N:7]=[C:6]([C:8]([OH:10])=O)[CH:5]=[CH:4][CH:3]=1.S(Cl)(Cl)=O.[CH2:15]([N:17]([CH2:22][CH3:23])[CH2:18][CH:19](N)[CH3:20])[CH3:16].[OH-].[Na+].ClC1[N:32]=C(C(Cl)=O)C=CC=1. The yield is 0.700. (2) The reactants are [N+:1]([C:4]1[CH:9]=[C:8]([O:10][CH3:11])[CH:7]=[CH:6][C:5]=1[S:12]([NH:15][C:16]1[CH:17]=[CH:18][CH:19]=[C:20]2[C:25]=1[N:24]=[C:23]([CH3:26])[CH:22]=[CH:21]2)(=[O:14])=[O:13])([O-])=O.[Sn](Cl)Cl. The catalyst is Cl. The product is [NH2:1][C:4]1[CH:9]=[C:8]([O:10][CH3:11])[CH:7]=[CH:6][C:5]=1[S:12]([NH:15][C:16]1[CH:17]=[CH:18][CH:19]=[C:20]2[C:25]=1[N:24]=[C:23]([CH3:26])[CH:22]=[CH:21]2)(=[O:14])=[O:13]. The yield is 0.700. (3) The reactants are [NH2:1][C:2]1[CH:3]=[CH:4][C:5]([F:26])=[C:6]([C@:8]2([CH:23]([F:25])[F:24])[C@@H:14]3[C@@H:12]([CH2:13]3)[O:11][C:10]([NH:15]C(=O)OC(C)(C)C)=[N:9]2)[CH:7]=1.[Cl:27][C:28]1[CH:29]=[CH:30][C:31]([CH:34]=O)=[N:32][CH:33]=1.CC(O)=O.C(O[BH-](OC(=O)C)OC(=O)C)(=O)C.[Na+].FC(F)(F)C(O)=O.[OH-].[Na+]. The catalyst is ClCCCl.CCOC(C)=O.O. The product is [Cl:27][C:28]1[CH:29]=[CH:30][C:31]([CH2:34][NH:1][C:2]2[CH:3]=[CH:4][C:5]([F:26])=[C:6]([C@:8]3([CH:23]([F:24])[F:25])[C@@H:14]4[C@@H:12]([CH2:13]4)[O:11][C:10]([NH2:15])=[N:9]3)[CH:7]=2)=[N:32][CH:33]=1. The yield is 0.830. (4) The reactants are [CH3:1][C:2]1[NH:6][C:5]2[C:7]([C:17]([O:19]C)=[O:18])=[CH:8][C:9]([N:11]3[CH2:16][CH2:15][O:14][CH2:13][CH2:12]3)=[CH:10][C:4]=2[N:3]=1.[CH3:21][C:22]1[CH:29]=[CH:28][C:27]([CH3:30])=[CH:26][C:23]=1[CH2:24]Br.C(=O)([O-])[O-].[K+].[K+].[OH-].[Li+]. The catalyst is CN(C)C=O.O1CCCC1.O. The product is [CH3:21][C:22]1[CH:29]=[CH:28][C:27]([CH3:30])=[CH:26][C:23]=1[CH2:24][N:3]1[C:4]2[CH:10]=[C:9]([N:11]3[CH2:16][CH2:15][O:14][CH2:13][CH2:12]3)[CH:8]=[C:7]([C:17]([OH:19])=[O:18])[C:5]=2[N:6]=[C:2]1[CH3:1]. The yield is 0.350. (5) The reactants are I[C:2]1[C:7]2[O:8][CH2:9][CH2:10][N:11]([C:12]([O:14][C:15]([CH3:18])([CH3:17])[CH3:16])=[O:13])[C:6]=2[CH:5]=[CH:4][N:3]=1.[CH2:19]([NH2:26])[C:20]1[CH:25]=[CH:24][CH:23]=[CH:22][CH:21]=1.C1(P(C2C=CC=CC=2)C2C=CC3C(=CC=CC=3)C=2C2C3C(=CC=CC=3)C=CC=2P(C2C=CC=CC=2)C2C=CC=CC=2)C=CC=CC=1.CC(C)([O-])C.[Na+]. The catalyst is O1CCOCC1.C1C=CC(/C=C/C(/C=C/C2C=CC=CC=2)=O)=CC=1.C1C=CC(/C=C/C(/C=C/C2C=CC=CC=2)=O)=CC=1.[Pd]. The product is [CH2:19]([NH:26][C:2]1[C:7]2[O:8][CH2:9][CH2:10][N:11]([C:12]([O:14][C:15]([CH3:18])([CH3:17])[CH3:16])=[O:13])[C:6]=2[CH:5]=[CH:4][N:3]=1)[C:20]1[CH:25]=[CH:24][CH:23]=[CH:22][CH:21]=1. The yield is 0.760. (6) The reactants are [F:1][C:2]1[C:10]2[S:9][CH:8]=[CH:7][C:6]=2[CH:5]=[CH:4][CH:3]=1.[Li]CCCC.CCCCCC.[C:22]([O:26][C:27]([N:29]1[CH2:33][CH2:32][C:31]([CH:41]=[O:42])([CH2:34][CH:35]2[CH2:40][CH2:39][O:38][CH2:37][CH2:36]2)[CH2:30]1)=[O:28])([CH3:25])([CH3:24])[CH3:23]. The catalyst is O1CCCC1. The product is [C:22]([O:26][C:27]([N:29]1[CH2:33][CH2:32][C:31]([CH:41]([C:8]2[S:9][C:10]3[C:2]([F:1])=[CH:3][CH:4]=[CH:5][C:6]=3[CH:7]=2)[OH:42])([CH2:34][CH:35]2[CH2:40][CH2:39][O:38][CH2:37][CH2:36]2)[CH2:30]1)=[O:28])([CH3:24])([CH3:25])[CH3:23]. The yield is 0.300. (7) The reactants are [CH3:1][O:2][C:3]1[CH:4]=[C:5]2[C:10](=[CH:11][CH:12]=1)[C:9](=[O:13])[CH:8]([CH2:14][C:15]([O:17][CH2:18][CH3:19])=[O:16])[CH2:7][CH2:6]2.[H-].[Na+].[CH3:22]I. The catalyst is CN(C=O)C. The product is [CH3:1][O:2][C:3]1[CH:4]=[C:5]2[C:10](=[CH:11][CH:12]=1)[C:9](=[O:13])[C:8]([CH2:14][C:15]([O:17][CH2:18][CH3:19])=[O:16])([CH3:22])[CH2:7][CH2:6]2. The yield is 0.810.